Dataset: Peptide-MHC class I binding affinity with 185,985 pairs from IEDB/IMGT. Task: Regression. Given a peptide amino acid sequence and an MHC pseudo amino acid sequence, predict their binding affinity value. This is MHC class I binding data. (1) The peptide sequence is AENLWVTVY. The MHC is HLA-A02:01 with pseudo-sequence HLA-A02:01. The binding affinity (normalized) is 0. (2) The peptide sequence is VQSKMSDVK. The MHC is HLA-A11:01 with pseudo-sequence HLA-A11:01. The binding affinity (normalized) is 0.511. (3) The peptide sequence is LMLHQQYNQ. The MHC is HLA-A25:01 with pseudo-sequence HLA-A25:01. The binding affinity (normalized) is 0.0847. (4) The peptide sequence is SEAAYAKKI. The binding affinity (normalized) is 0. The MHC is Patr-A0301 with pseudo-sequence Patr-A0301. (5) The peptide sequence is GLYSSTVPV. The MHC is HLA-B08:01 with pseudo-sequence HLA-B08:01. The binding affinity (normalized) is 0.0360. (6) The peptide sequence is WGSDLGTMI. The MHC is H-2-Dd with pseudo-sequence H-2-Dd. The binding affinity (normalized) is 0.0176. (7) The peptide sequence is YTGAMTSKF. The MHC is HLA-C04:01 with pseudo-sequence HLA-C04:01. The binding affinity (normalized) is 0.213. (8) The peptide sequence is RQFPTAIEF. The MHC is Mamu-B52 with pseudo-sequence Mamu-B52. The binding affinity (normalized) is 0.640. (9) The peptide sequence is EYRLRGEAR. The MHC is HLA-A33:01 with pseudo-sequence HLA-A33:01. The binding affinity (normalized) is 0.650. (10) The peptide sequence is RIIMLNFSI. The MHC is HLA-A32:01 with pseudo-sequence HLA-A32:01. The binding affinity (normalized) is 0.